Dataset: Reaction yield outcomes from USPTO patents with 853,638 reactions. Task: Predict the reaction yield, written as a fraction of the theoretical maximum amount of product (1.0 means a 100% yield; for example, 0.34 means a 34% yield). The reactants are [CH3:1][C:2]([CH3:27])([CH3:26])[C:3]([NH:5][C@@H:6]1[CH2:15][C:14]2[CH:13]=[C:12]([C:16]([NH:18][O:19]C3CCCCO3)=[O:17])[CH:11]=[CH:10][C:9]=2[CH2:8][CH2:7]1)=[O:4]. The catalyst is C1COCC1.C(O)(=O)C.O. The product is [CH3:1][C:2]([CH3:27])([CH3:26])[C:3]([NH:5][C@@H:6]1[CH2:15][C:14]2[CH:13]=[C:12]([C:16]([NH:18][OH:19])=[O:17])[CH:11]=[CH:10][C:9]=2[CH2:8][CH2:7]1)=[O:4]. The yield is 0.370.